Dataset: TCR-epitope binding with 47,182 pairs between 192 epitopes and 23,139 TCRs. Task: Binary Classification. Given a T-cell receptor sequence (or CDR3 region) and an epitope sequence, predict whether binding occurs between them. (1) The epitope is VTIAEILLI. The TCR CDR3 sequence is CASSLMAGPGNIQYF. Result: 0 (the TCR does not bind to the epitope). (2) The epitope is LLQTGIHVRVSQPSL. The TCR CDR3 sequence is CASSQVSGWAQYF. Result: 1 (the TCR binds to the epitope). (3) The epitope is TPRVTGGGAM. The TCR CDR3 sequence is CASSLVGVGLLLNEQYF. Result: 1 (the TCR binds to the epitope).